Predict the reactants needed to synthesize the given product. From a dataset of Full USPTO retrosynthesis dataset with 1.9M reactions from patents (1976-2016). (1) Given the product [F:14][C:15]1[CH:22]=[CH:21][C:20]([F:23])=[CH:19][C:16]=1[CH:17]([OH:18])[C:7]1[CH:12]=[C:11]([CH3:13])[CH:10]=[CH:9][N:8]=1, predict the reactants needed to synthesize it. The reactants are: C([Mg]Cl)(C)C.Br[C:7]1[CH:12]=[C:11]([CH3:13])[CH:10]=[CH:9][N:8]=1.[F:14][C:15]1[CH:22]=[CH:21][C:20]([F:23])=[CH:19][C:16]=1[CH:17]=[O:18].[Cl-].[NH4+]. (2) The reactants are: O=[C:2]([CH3:21])[CH2:3][O:4][C:5]([CH:7]1[CH2:10][N:9]([C:11]([O:13][CH2:14][C:15]2[CH:20]=[CH:19][CH:18]=[CH:17][CH:16]=2)=[O:12])[CH2:8]1)=O.C([NH2:25])(=O)C.B(F)(F)F.CCOCC. Given the product [CH2:14]([O:13][C:11]([N:9]1[CH2:10][CH:7]([C:5]2[O:4][CH:3]=[C:2]([CH3:21])[N:25]=2)[CH2:8]1)=[O:12])[C:15]1[CH:20]=[CH:19][CH:18]=[CH:17][CH:16]=1, predict the reactants needed to synthesize it. (3) Given the product [F:1][C:2]1[CH:3]=[CH:4][C:5]2[N:6]([CH:8]=[C:9]([C:11]([NH:13][C@H:14]3[CH2:15][CH2:16][C@@H:17]([N:20]4[C:25](=[O:26])[C:24]5[CH:27]=[C:28]([F:31])[CH:29]=[N:30][C:23]=5[N:22]([C:32]5[CH:33]=[C:34]([C:38]6[CH:39]=[CH:40][C:41]([CH2:44][N:59]7[CH2:60][CH2:61][CH:56]([NH:48][CH3:47])[CH2:57][CH2:58]7)=[CH:42][CH:43]=6)[CH:35]=[CH:36][CH:37]=5)[C:21]4=[O:46])[CH2:18][CH2:19]3)=[O:12])[N:10]=2)[CH:7]=1, predict the reactants needed to synthesize it. The reactants are: [F:1][C:2]1[CH:3]=[CH:4][C:5]2[N:6]([CH:8]=[C:9]([C:11]([NH:13][C@H:14]3[CH2:19][CH2:18][C@@H:17]([N:20]4[C:25](=[O:26])[C:24]5[CH:27]=[C:28]([F:31])[CH:29]=[N:30][C:23]=5[N:22]([C:32]5[CH:33]=[C:34]([C:38]6[CH:43]=[CH:42][C:41]([CH:44]=O)=[CH:40][CH:39]=6)[CH:35]=[CH:36][CH:37]=5)[C:21]4=[O:46])[CH2:16][CH2:15]3)=[O:12])[N:10]=2)[CH:7]=1.[CH3:47][N:48]([CH:56]1[CH2:61][CH2:60][NH:59][CH2:58][CH2:57]1)C(=O)OC(C)(C)C.C(O[BH-](OC(=O)C)OC(=O)C)(=O)C.[Na+]. (4) Given the product [Br:6][C:7]1[CH:8]=[C:9]([CH:10]=[CH:11][C:12]=1[O:13][CH2:14][O:15][CH3:16])[CH2:17][C:18]1[CH:20]=[C:5]2[C:3](=[CH:4][CH:5]=[CH:2][CH:3]=[CH:4]2)[CH:2]=1, predict the reactants needed to synthesize it. The reactants are: N1[CH2:5][CH2:4][CH2:3][CH2:2]1.[Br:6][C:7]1[CH:8]=[C:9]([CH2:17][C:18]([CH3:20])=O)[CH:10]=[CH:11][C:12]=1[O:13][CH2:14][O:15][CH3:16]. (5) Given the product [Br:28][C:9]1[C:10]2[C:5](=[CH:4][C:3]([C:1]#[N:2])=[CH:12][CH:11]=2)[CH:6]=[CH:7][C:8]=1[NH:13][C:14](=[O:20])[O:15][C:16]([CH3:17])([CH3:19])[CH3:18], predict the reactants needed to synthesize it. The reactants are: [C:1]([C:3]1[CH:4]=[C:5]2[C:10](=[CH:11][CH:12]=1)[CH:9]=[C:8]([NH:13][C:14](=[O:20])[O:15][C:16]([CH3:19])([CH3:18])[CH3:17])[CH:7]=[CH:6]2)#[N:2].C1C(=O)N([Br:28])C(=O)C1. (6) Given the product [CH:48]1([NH:51][C:52]([NH:53][C:54]2[CH:59]=[CH:58][C:57]([C:24]3[CH:29]=[C:28]([C:30]4[CH:35]=[C:34]([F:36])[CH:33]=[CH:32][C:31]=4[S:37]([CH3:40])(=[O:39])=[O:38])[N:27]=[C:26]([N:41]4[CH2:46][CH2:45][O:44][CH2:43][C@@H:42]4[CH3:47])[N:25]=3)=[CH:56][CH:55]=2)=[O:69])[CH2:50][CH2:49]1, predict the reactants needed to synthesize it. The reactants are: FC1C=C(C2N=C(SC)N=C(N3CCOC[C@@H]3C)C=2)C=NC=1.Cl[C:24]1[CH:29]=[C:28]([C:30]2[CH:35]=[C:34]([F:36])[CH:33]=[CH:32][C:31]=2[S:37]([CH3:40])(=[O:39])=[O:38])[N:27]=[C:26]([N:41]2[CH2:46][CH2:45][O:44][CH2:43][C@@H:42]2[CH3:47])[N:25]=1.[CH:48]1([NH:51][C:52](=[O:69])[NH:53][C:54]2[CH:59]=[CH:58][C:57](B3OC(C)(C)C(C)(C)O3)=[CH:56][CH:55]=2)[CH2:50][CH2:49]1. (7) The reactants are: [CH2:1]([C:3]1[CH:4]=[C:5]([CH2:11][C@@H:12]([NH:16][C:17]([N:19]2[CH2:24][CH2:23][CH:22]([N:25]3[CH2:31][CH2:30][C:29]4[CH:32]=[CH:33][CH:34]=[CH:35][C:28]=4[NH:27][C:26]3=[O:36])[CH2:21][CH2:20]2)=[O:18])[C:13](O)=[O:14])[CH:6]=[CH:7][C:8]=1[CH2:9][CH3:10])[CH3:2].[NH:37]1[CH2:42][CH2:41][CH:40]([N:43]2[CH2:48][CH2:47][O:46][CH2:45][CH2:44]2)[CH2:39][CH2:38]1. Given the product [CH2:1]([C:3]1[CH:4]=[C:5]([CH:6]=[CH:7][C:8]=1[CH2:9][CH3:10])[CH2:11][C@@H:12]([NH:16][C:17]([N:19]1[CH2:24][CH2:23][CH:22]([N:25]2[CH2:31][CH2:30][C:29]3[CH:32]=[CH:33][CH:34]=[CH:35][C:28]=3[NH:27][C:26]2=[O:36])[CH2:21][CH2:20]1)=[O:18])[C:13]([N:37]1[CH2:42][CH2:41][CH:40]([N:43]2[CH2:48][CH2:47][O:46][CH2:45][CH2:44]2)[CH2:39][CH2:38]1)=[O:14])[CH3:2], predict the reactants needed to synthesize it. (8) Given the product [Cl:8][C:6]1[N:5]=[C:4]([NH2:9])[N:3]=[C:2]([NH:18][CH2:17][CH2:16][C:10]2[CH:15]=[CH:14][CH:13]=[CH:12][CH:11]=2)[CH:7]=1, predict the reactants needed to synthesize it. The reactants are: Cl[C:2]1[CH:7]=[C:6]([Cl:8])[N:5]=[C:4]([NH2:9])[N:3]=1.[C:10]1([CH2:16][CH2:17][NH2:18])[CH:15]=[CH:14][CH:13]=[CH:12][CH:11]=1.C(N(CC)CC)C. (9) Given the product [F:32][C:33]1[C:42]2[C:37](=[CH:38][CH:39]=[CH:40][CH:41]=2)[C:36]([C:43]([NH:1][CH:2]([CH2:18][C:19]2[CH:24]=[CH:23][CH:22]=[C:21]([O:25][C:26]([F:30])([F:31])[CH:27]([F:28])[F:29])[CH:20]=2)[CH:3]([OH:4])[C:5]2[CH:6]=[CH:7][C:8]([O:11][C:12]3[CH:13]=[CH:14][CH:15]=[CH:16][CH:17]=3)=[CH:9][CH:10]=2)=[O:44])=[CH:35][CH:34]=1, predict the reactants needed to synthesize it. The reactants are: [NH2:1][CH:2]([CH2:18][C:19]1[CH:24]=[CH:23][CH:22]=[C:21]([O:25][C:26]([F:31])([F:30])[CH:27]([F:29])[F:28])[CH:20]=1)[CH:3]([C:5]1[CH:10]=[CH:9][C:8]([O:11][C:12]2[CH:17]=[CH:16][CH:15]=[CH:14][CH:13]=2)=[CH:7][CH:6]=1)[OH:4].[F:32][C:33]1[C:42]2[C:37](=[CH:38][CH:39]=[CH:40][CH:41]=2)[C:36]([C:43](O)=[O:44])=[CH:35][CH:34]=1.Cl.C(N=C=NCCCN(C)C)C.O.ON1C2C=CC=CC=2N=N1.